This data is from Forward reaction prediction with 1.9M reactions from USPTO patents (1976-2016). The task is: Predict the product of the given reaction. (1) Given the reactants C[O:2][C:3](=[O:51])[CH2:4][C@H:5]([OH:50])[CH2:6][C@H:7]([OH:49])[CH:8]=[CH:9][C:10]1[N:11]([CH:46]([CH3:48])[CH3:47])[C:12]([C:29](=[O:45])[NH:30][C:31]2[CH:36]=[CH:35][CH:34]=[C:33]([O:37][CH2:38][C:39]3[CH:44]=[CH:43][CH:42]=[CH:41][CH:40]=3)[CH:32]=2)=[C:13]([C:22]2[CH:27]=[CH:26][C:25]([F:28])=[CH:24][CH:23]=2)[C:14]=1[C:15]1[CH:20]=[CH:19][C:18]([F:21])=[CH:17][CH:16]=1.C(O)C.O.[OH-].[Na+:57], predict the reaction product. The product is: [Na+:57].[CH2:38]([O:37][C:33]1[CH:32]=[C:31]([NH:30][C:29]([C:12]2[N:11]([CH:46]([CH3:48])[CH3:47])[C:10]([CH:9]=[CH:8][C@@H:7]([OH:49])[CH2:6][C@@H:5]([OH:50])[CH2:4][C:3]([O-:51])=[O:2])=[C:14]([C:15]3[CH:20]=[CH:19][C:18]([F:21])=[CH:17][CH:16]=3)[C:13]=2[C:22]2[CH:23]=[CH:24][C:25]([F:28])=[CH:26][CH:27]=2)=[O:45])[CH:36]=[CH:35][CH:34]=1)[C:39]1[CH:40]=[CH:41][CH:42]=[CH:43][CH:44]=1. (2) Given the reactants [Br:1][CH:2]1[CH2:10][C:9]2[C:4](=[CH:5][C:6]([CH3:11])=[CH:7][CH:8]=2)[CH:3]1O.O.C1(C)C=CC(S(O)(=O)=O)=CC=1, predict the reaction product. The product is: [Br:1][C:2]1[CH2:10][C:9]2[C:4]([CH:3]=1)=[CH:5][C:6]([CH3:11])=[CH:7][CH:8]=2.